This data is from Reaction yield outcomes from USPTO patents with 853,638 reactions. The task is: Predict the reaction yield, written as a fraction of the theoretical maximum amount of product (1.0 means a 100% yield; for example, 0.34 means a 34% yield). The reactants are [C:1]([O:5][C:6]([N:8]1[C:12]2[CH:13]=[CH:14][CH:15]=[CH:16][C:11]=2[N:10]=[C:9]1Cl)=[O:7])([CH3:4])([CH3:3])[CH3:2].[N:18]12[CH2:26][CH2:25][CH:22]([CH2:23][CH2:24]1)[NH:21][CH2:20][CH2:19]2.C1(P(C2C=CC=CC=2)C2C=CC3C(=CC=CC=3)C=2C2C3C(=CC=CC=3)C=CC=2P(C2C=CC=CC=2)C2C=CC=CC=2)C=CC=CC=1.CC(C)([O-])C.[Na+]. The catalyst is C1(C)C=CC=CC=1. The product is [C:1]([O:5][C:6]([N:8]1[C:12]2[CH:13]=[CH:14][CH:15]=[CH:16][C:11]=2[N:10]=[C:9]1[N:21]1[CH:22]2[CH2:25][CH2:26][N:18]([CH2:24][CH2:23]2)[CH2:19][CH2:20]1)=[O:7])([CH3:4])([CH3:3])[CH3:2]. The yield is 0.340.